From a dataset of Reaction yield outcomes from USPTO patents with 853,638 reactions. Predict the reaction yield, written as a fraction of the theoretical maximum amount of product (1.0 means a 100% yield; for example, 0.34 means a 34% yield). (1) The reactants are [CH3:1][C:2]1[C:6]2[C:7](=[O:19])[N:8]([CH2:11][CH2:12][N:13]3[CH2:18][CH2:17][O:16][CH2:15][CH2:14]3)[CH2:9][CH2:10][C:5]=2[NH:4][C:3]=1[CH:20]=O.[F:22][C:23]1[CH:24]=[C:25]2[C:29](=[CH:30][C:31]=1[NH:32][C:33](=[O:37])[C@@H:34]([OH:36])[CH3:35])[NH:28][C:27](=[O:38])[CH2:26]2. No catalyst specified. The product is [F:22][C:23]1[CH:24]=[C:25]2[C:29](=[CH:30][C:31]=1[NH:32][C:33](=[O:37])[C@@H:34]([OH:36])[CH3:35])[NH:28][C:27](=[O:38])[C:26]2=[CH:20][C:3]1[NH:4][C:5]2[CH2:10][CH2:9][N:8]([CH2:11][CH2:12][N:13]3[CH2:14][CH2:15][O:16][CH2:17][CH2:18]3)[C:7](=[O:19])[C:6]=2[C:2]=1[CH3:1]. The yield is 0.613. (2) The reactants are [CH3:1][O:2][C:3](=[O:12])[C:4]1[CH:9]=[CH:8][C:7]([CH:10]=[O:11])=[CH:6][CH:5]=1.[CH2:13]([Mg]Cl)[CH:14]([CH3:16])[CH3:15]. The catalyst is O1CCCC1. The product is [OH:11][CH:10]([C:7]1[CH:8]=[CH:9][C:4]([C:3]([O:2][CH3:1])=[O:12])=[CH:5][CH:6]=1)[CH2:13][CH:14]([CH3:16])[CH3:15]. The yield is 0.190.